From a dataset of NCI-60 drug combinations with 297,098 pairs across 59 cell lines. Regression. Given two drug SMILES strings and cell line genomic features, predict the synergy score measuring deviation from expected non-interaction effect. (1) Drug 1: CC1=C(C=C(C=C1)NC(=O)C2=CC=C(C=C2)CN3CCN(CC3)C)NC4=NC=CC(=N4)C5=CN=CC=C5. Drug 2: C1=NC2=C(N1)C(=S)N=CN2. Cell line: DU-145. Synergy scores: CSS=45.8, Synergy_ZIP=1.08, Synergy_Bliss=-1.05, Synergy_Loewe=-30.2, Synergy_HSA=-2.36. (2) Drug 1: CCC1=CC2CC(C3=C(CN(C2)C1)C4=CC=CC=C4N3)(C5=C(C=C6C(=C5)C78CCN9C7C(C=CC9)(C(C(C8N6C)(C(=O)OC)O)OC(=O)C)CC)OC)C(=O)OC.C(C(C(=O)O)O)(C(=O)O)O. Drug 2: CC1=C2C(C(=O)C3(C(CC4C(C3C(C(C2(C)C)(CC1OC(=O)C(C(C5=CC=CC=C5)NC(=O)C6=CC=CC=C6)O)O)OC(=O)C7=CC=CC=C7)(CO4)OC(=O)C)O)C)OC(=O)C. Cell line: SF-295. Synergy scores: CSS=35.2, Synergy_ZIP=-13.3, Synergy_Bliss=-7.92, Synergy_Loewe=-4.62, Synergy_HSA=-4.17. (3) Drug 1: C1C(C(OC1N2C=C(C(=O)NC2=O)F)CO)O. Drug 2: CC1=C(C(=CC=C1)Cl)NC(=O)C2=CN=C(S2)NC3=CC(=NC(=N3)C)N4CCN(CC4)CCO. Cell line: HT29. Synergy scores: CSS=33.1, Synergy_ZIP=-3.21, Synergy_Bliss=2.89, Synergy_Loewe=0.828, Synergy_HSA=2.42.